Dataset: Catalyst prediction with 721,799 reactions and 888 catalyst types from USPTO. Task: Predict which catalyst facilitates the given reaction. (1) Reactant: [Cl:1][C:2]1[C:3]2[S:10][C:9]([C:11]3[CH2:12][CH2:13][N:14](C(OC(C)(C)C)=O)[CH2:15][CH:16]=3)=[CH:8][C:4]=2[N:5]=[CH:6][N:7]=1. Product: [ClH:1].[ClH:1].[Cl:1][C:2]1[C:3]2[S:10][C:9]([C:11]3[CH2:12][CH2:13][NH:14][CH2:15][CH:16]=3)=[CH:8][C:4]=2[N:5]=[CH:6][N:7]=1. The catalyst class is: 10. (2) Reactant: [NH2:1][C@@H:2]1[CH2:7][CH2:6][C@H:5]([N:8]2[CH2:12][CH2:11][C@H:10]([NH:13][C:14](=[O:23])[O:15][CH2:16][C:17]3[CH:22]=[CH:21][CH:20]=[CH:19][CH:18]=3)[C:9]2=[O:24])[C@H:4]([CH:25]([OH:28])[CH2:26][CH3:27])[CH2:3]1.[CH3:29][C:30]([CH3:32])=O.[C:33](O[BH-](OC(=O)C)OC(=O)C)(=O)C.[Na+].C=O. Product: [OH:28][CH:25]([C@@H:4]1[CH2:3][C@H:2]([N:1]([CH:30]([CH3:32])[CH3:29])[CH3:33])[CH2:7][CH2:6][C@@H:5]1[N:8]1[CH2:12][CH2:11][C@H:10]([NH:13][C:14](=[O:23])[O:15][CH2:16][C:17]2[CH:18]=[CH:19][CH:20]=[CH:21][CH:22]=2)[C:9]1=[O:24])[CH2:26][CH3:27]. The catalyst class is: 5. (3) Reactant: Br[C:2]1[CH:11]=[CH:10][C:9]2[C:4](=[CH:5][C:6]([O:12][C@H:13]3[CH2:18][CH2:17][C@@H:16]([CH2:19][CH3:20])[CH2:15][CH2:14]3)=[CH:7][CH:8]=2)[CH:3]=1.[Li]CCCC.CN([CH:29]=[O:30])C. Product: [CH2:19]([C@@H:16]1[CH2:17][CH2:18][C@H:13]([O:12][C:6]2[CH:5]=[C:4]3[C:9]([CH:10]=[CH:11][C:2]([CH:29]=[O:30])=[CH:3]3)=[CH:8][CH:7]=2)[CH2:14][CH2:15]1)[CH3:20]. The catalyst class is: 1. (4) Reactant: [NH2:1][C:2]1[CH:3]=[C:4]2[C:8](=[CH:9][CH:10]=1)[N:7]([CH3:11])[CH:6]=[CH:5]2.[C:12](C1NC=CN=1)(C1NC=CN=1)=[S:13]. Product: [N:1]([C:2]1[CH:3]=[C:4]2[C:8](=[CH:9][CH:10]=1)[N:7]([CH3:11])[CH:6]=[CH:5]2)=[C:12]=[S:13]. The catalyst class is: 13.